Predict the product of the given reaction. From a dataset of Forward reaction prediction with 1.9M reactions from USPTO patents (1976-2016). (1) Given the reactants [C:1]1([C:7]2[N:8]=[C:9]([NH2:21])[N:10]=[N:11][C:12]=2[C:13]2[CH:18]=[C:17]([CH3:19])[N:16]=[C:15](Cl)[CH:14]=2)[CH:6]=[CH:5][CH:4]=[CH:3][CH:2]=1.[NH:22]1[CH2:25][CH2:24][CH2:23]1, predict the reaction product. The product is: [N:22]1([C:15]2[CH:14]=[C:13]([C:12]3[N:11]=[N:10][C:9]([NH2:21])=[N:8][C:7]=3[C:1]3[CH:6]=[CH:5][CH:4]=[CH:3][CH:2]=3)[CH:18]=[C:17]([CH3:19])[N:16]=2)[CH2:25][CH2:24][CH2:23]1. (2) Given the reactants Cl[C:2]1[CH:7]=[CH:6][N:5]2[N:8]=[C:9]([CH3:12])[C:10]([CH3:11])=[C:4]2[N:3]=1.[CH2:13]([Sn](CCCC)(CCCC)C=C)[CH2:14]CC, predict the reaction product. The product is: [CH3:12][C:9]1[C:10]([CH3:11])=[C:4]2[N:3]=[C:2]([CH:13]=[CH2:14])[CH:7]=[CH:6][N:5]2[N:8]=1. (3) Given the reactants Cl[C:2]1[C:7]([CH2:8][CH3:9])=[C:6]([CH3:10])[N:5]=[C:4]([C:11]2[S:12][C:13]([Cl:16])=[CH:14][CH:15]=2)[N:3]=1.[NH2:17][C:18]1[CH:19]=[CH:20][C:21]([Br:27])=[C:22]([CH:26]=1)[C:23]([OH:25])=[O:24].Cl, predict the reaction product. The product is: [Br:27][C:21]1[CH:20]=[CH:19][C:18]([NH:17][C:2]2[C:7]([CH2:8][CH3:9])=[C:6]([CH3:10])[N:5]=[C:4]([C:11]3[S:12][C:13]([Cl:16])=[CH:14][CH:15]=3)[N:3]=2)=[CH:26][C:22]=1[C:23]([OH:25])=[O:24]. (4) The product is: [Br:3][C:4]1[C:12]2[C:11]([Cl:13])=[N:10][CH:9]=[N:8][C:7]=2[N:6]([CH2:15][O:16][CH2:17][CH2:18][Si:19]([CH3:22])([CH3:21])[CH3:20])[CH:5]=1. Given the reactants [H-].[Na+].[Br:3][C:4]1[C:12]2[C:11]([Cl:13])=[N:10][CH:9]=[N:8][C:7]=2[NH:6][CH:5]=1.Cl[CH2:15][O:16][CH2:17][CH2:18][Si:19]([CH3:22])([CH3:21])[CH3:20].O, predict the reaction product.